Binary Classification. Given a drug SMILES string, predict its activity (active/inactive) in a high-throughput screening assay against a specified biological target. From a dataset of Tyrosyl-DNA phosphodiesterase HTS with 341,365 compounds. (1) The molecule is S(CC(=O)N1CCCCC1)c1ncccc1c1[nH]c2c(n1)cccc2. The result is 0 (inactive). (2) The compound is s1c(CC(=O)N(C(c2ccccc2)C(=O)NCc2occc2)c2ccccc2)ccc1. The result is 0 (inactive). (3) The compound is O=c1[nH]c2c(cc1CN(Cc1n(nnn1)C(C)(C)C)Cc1ccccc1)cc(cc2)CC. The result is 0 (inactive). (4) The molecule is Fc1ccc(C(=O)NC2CCN(CC2)C(=O)Nc2cc(cc(c2)C)C)cc1. The result is 0 (inactive). (5) The drug is s1c2n(nc1C)c(=O)cc(n2)COC(=O)COc1c(cccc1)C. The result is 0 (inactive). (6) The drug is O1C(CCC1)CNC(=O)COC(=O)c1c(OCC)cccc1. The result is 0 (inactive).